From a dataset of Reaction yield outcomes from USPTO patents with 853,638 reactions. Predict the reaction yield, written as a fraction of the theoretical maximum amount of product (1.0 means a 100% yield; for example, 0.34 means a 34% yield). (1) The product is [N:1]([CH2:4][CH:5]([O:13][CH3:14])[CH2:6][C:7]1[CH:12]=[CH:11][CH:10]=[CH:9][CH:8]=1)=[N+:2]=[N-:3]. The reactants are [N:1]([CH2:4][CH:5]([OH:13])[CH2:6][C:7]1[CH:12]=[CH:11][CH:10]=[CH:9][CH:8]=1)=[N+:2]=[N-:3].[CH2:14]1COCC1.[H-].[Na+].CI. No catalyst specified. The yield is 0.890. (2) The reactants are [C:1]([NH:4][C@H:5]1[C@@H:11]([OH:12])[C@H:10]([OH:13])[C@@H:9]([CH2:14][OH:15])[O:8][CH:6]1[OH:7])(=[O:3])[CH3:2].C(O[C:20](=[O:22])[CH3:21])(=O)C. The catalyst is N1C=CC=CC=1.CN(C1C=CN=CC=1)C. The product is [C:1]([O:7][CH:6]1[O:8][C@H:9]([CH2:14][O:15][C:20](=[O:22])[CH3:21])[C@@H:10]([O:13][C:9](=[O:8])[CH3:10])[C@H:11]([O:12][C:6](=[O:7])[CH3:5])[C@@H:5]1[NH:4][C:1](=[O:3])[CH3:2])(=[O:3])[CH3:2]. The yield is 0.940. (3) The reactants are C1C(=O)N([Br:8])C(=O)C1.[CH3:9][S:10][C:11]1[CH:19]=[CH:18][C:14]2[O:15][CH2:16][O:17][C:13]=2[CH:12]=1.O. The catalyst is CC#N. The product is [Br:8][C:19]1[C:11]([S:10][CH3:9])=[CH:12][C:13]2[O:17][CH2:16][O:15][C:14]=2[CH:18]=1. The yield is 0.520. (4) The reactants are [F:1][CH:2]([F:25])[O:3][C:4]1[CH:9]=[C:8]([F:10])[C:7]([F:11])=[CH:6][C:5]=1[C:12]1[CH2:17][CH2:16][N:15]([C:18]([O:20][C:21]([CH3:24])([CH3:23])[CH3:22])=[O:19])[CH2:14][CH:13]=1.[H][H]. The catalyst is CO.O=[Pt]=O. The product is [F:25][CH:2]([F:1])[O:3][C:4]1[CH:9]=[C:8]([F:10])[C:7]([F:11])=[CH:6][C:5]=1[CH:12]1[CH2:13][CH2:14][N:15]([C:18]([O:20][C:21]([CH3:23])([CH3:22])[CH3:24])=[O:19])[CH2:16][CH2:17]1. The yield is 0.726. (5) The reactants are [C:1]([O:5][C:6](=[O:16])[NH:7][C:8]1[NH:9][N:10]=[C:11]([N+:13]([O-])=O)[CH:12]=1)([CH3:4])([CH3:3])[CH3:2]. The catalyst is CO.[Pd]. The product is [C:1]([O:5][C:6](=[O:16])[NH:7][C:8]1[NH:9][N:10]=[C:11]([NH2:13])[CH:12]=1)([CH3:4])([CH3:2])[CH3:3]. The yield is 1.00.